From a dataset of Reaction yield outcomes from USPTO patents with 853,638 reactions. Predict the reaction yield, written as a fraction of the theoretical maximum amount of product (1.0 means a 100% yield; for example, 0.34 means a 34% yield). The reactants are N1C(Cl)=NC(Cl)=NC=1[Cl:3].[Cl:10][C:11]1[CH:12]=[C:13]([CH:24](O)[CH3:25])[C:14]2[O:20][CH2:19][CH2:18][NH:17][C:16](=[O:21])[C:15]=2[C:22]=1[CH3:23].CN(C)C=O. The catalyst is C(Cl)Cl. The product is [Cl:10][C:11]1[CH:12]=[C:13]([CH:24]([Cl:3])[CH3:25])[C:14]2[O:20][CH2:19][CH2:18][NH:17][C:16](=[O:21])[C:15]=2[C:22]=1[CH3:23]. The yield is 0.700.